From a dataset of Full USPTO retrosynthesis dataset with 1.9M reactions from patents (1976-2016). Predict the reactants needed to synthesize the given product. (1) The reactants are: [C:1]([C:5]1[CH:6]=[C:7]([Mg]Br)[CH:8]=[C:9]([C:11]([CH3:14])([CH3:13])[CH3:12])[CH:10]=1)([CH3:4])([CH3:3])[CH3:2].BrC1C=C(C(C)(C)C)C=C(C(C)(C)C)C=1.[Mg].CO[CH:35]1[C:43]2[C:38](=[C:39](Br)[CH:40]=[C:41]([C:44]([CH3:47])([CH3:46])[CH3:45])[CH:42]=2)[CH2:37][CH:36]1[CH3:49]. Given the product [C:44]([C:41]1[CH:42]=[C:43]2[C:38](=[C:39]([C:7]3[CH:6]=[C:5]([C:1]([CH3:4])([CH3:3])[CH3:2])[CH:10]=[C:9]([C:11]([CH3:14])([CH3:13])[CH3:12])[CH:8]=3)[CH:40]=1)[CH2:37][C:36]([CH3:49])=[CH:35]2)([CH3:47])([CH3:45])[CH3:46], predict the reactants needed to synthesize it. (2) Given the product [Br:1][C:2]1[CH:20]=[CH:19][C:5]2[N:6]([CH3:18])[C:7](=[O:17])[N:8]([CH2:9][CH2:10][N:11]3[CH2:12][CH2:13][N:14]([CH3:30])[CH2:15][CH2:16]3)[C:4]=2[C:3]=1[O:21][CH2:22][CH:23]1[CH2:26][CH2:25][CH2:24]1, predict the reactants needed to synthesize it. The reactants are: [Br:1][C:2]1[CH:20]=[CH:19][C:5]2[N:6]([CH3:18])[C:7](=[O:17])[N:8]([CH2:9][CH2:10][N:11]3[CH2:16][CH2:15][NH:14][CH2:13][CH2:12]3)[C:4]=2[C:3]=1[O:21][CH2:22][CH:23]1[CH2:26][CH2:25][CH2:24]1.C=O.O.[C:30]([BH3-])#N.[Na+]. (3) Given the product [P:1]([O:13][CH2:14][CH2:15][N:16]([CH2:17][CH3:18])[CH2:20][CH2:21][C@@H:22]([NH:31][C:32]1[CH:37]=[CH:36][C:35]([S:38](=[O:39])(=[O:40])[NH2:41])=[CH:34][C:33]=1[S:42]([C:45]([F:48])([F:46])[F:47])(=[O:43])=[O:44])[CH2:23][S:24][C:25]1[CH:26]=[CH:27][CH:28]=[CH:29][CH:30]=1)([O:3][C:4]([CH3:5])([CH3:6])[CH3:7])([O:8][C:9]([CH3:10])([CH3:11])[CH3:12])=[O:2], predict the reactants needed to synthesize it. The reactants are: [P:1]([O:13][CH2:14][CH2:15][NH:16][CH2:17][CH3:18])([O:8][C:9]([CH3:12])([CH3:11])[CH3:10])([O:3][C:4]([CH3:7])([CH3:6])[CH3:5])=[O:2].O=[CH:20][CH2:21][C@@H:22]([NH:31][C:32]1[CH:37]=[CH:36][C:35]([S:38]([NH2:41])(=[O:40])=[O:39])=[CH:34][C:33]=1[S:42]([C:45]([F:48])([F:47])[F:46])(=[O:44])=[O:43])[CH2:23][S:24][C:25]1[CH:30]=[CH:29][CH:28]=[CH:27][CH:26]=1.C(O[BH-](OC(=O)C)OC(=O)C)(=O)C.[Na+].[OH-].[Na+]. (4) Given the product [C:15]([O:14][C:12]([N:19]1[CH2:26][CH2:25][CH2:24][C@H:20]1[C:21]([NH:1][C:2]1[C:3]([CH3:11])=[C:4]([CH:8]=[CH:9][CH:10]=1)[C:5]([OH:7])=[O:6])=[O:22])=[O:13])([CH3:18])([CH3:17])[CH3:16], predict the reactants needed to synthesize it. The reactants are: [NH2:1][C:2]1[C:3]([CH3:11])=[C:4]([CH:8]=[CH:9][CH:10]=1)[C:5]([OH:7])=[O:6].[C:12]([N:19]1[CH2:26][CH2:25][CH2:24][C@H:20]1[C:21](O)=[O:22])([O:14][C:15]([CH3:18])([CH3:17])[CH3:16])=[O:13].